Dataset: Catalyst prediction with 721,799 reactions and 888 catalyst types from USPTO. Task: Predict which catalyst facilitates the given reaction. (1) Reactant: Br[C:2]1[CH:7]=[C:6]([Cl:8])[CH:5]=[CH:4][C:3]=1[O:9][CH3:10].[Li]CCCC.[CH2:16]([N:23]1[CH2:28][CH2:27][C:26](=[O:29])[CH2:25][CH2:24]1)[C:17]1[CH:22]=[CH:21][CH:20]=[CH:19][CH:18]=1. Product: [CH2:16]([N:23]1[CH2:28][CH2:27][C:26]([C:2]2[CH:7]=[C:6]([Cl:8])[CH:5]=[CH:4][C:3]=2[O:9][CH3:10])([OH:29])[CH2:25][CH2:24]1)[C:17]1[CH:18]=[CH:19][CH:20]=[CH:21][CH:22]=1. The catalyst class is: 1. (2) Reactant: [CH:1]([C:3]1[C:4]([N+:13]([O-:15])=[O:14])=[C:5]([CH:10]=[CH:11][CH:12]=1)[C:6]([O:8][CH3:9])=[O:7])=O.[NH2:16][C:17]1[CH:22]=[CH:21][CH:20]=[CH:19][CH:18]=1.CCCCCC.CCOC(C)=O. The catalyst class is: 14. Product: [N+:13]([C:4]1[C:3]([CH:1]=[N:16][C:17]2[CH:22]=[CH:21][CH:20]=[CH:19][CH:18]=2)=[CH:12][CH:11]=[CH:10][C:5]=1[C:6]([O:8][CH3:9])=[O:7])([O-:15])=[O:14].